Task: Predict the reactants needed to synthesize the given product.. Dataset: Full USPTO retrosynthesis dataset with 1.9M reactions from patents (1976-2016) The reactants are: [Cl:1][C:2]1[CH:7]=[C:6]2[NH:8][C:9](=[O:38])[C:10]3([CH:15]([C:16]4[CH:21]=[C:20]([Cl:22])[CH:19]=[CH:18][C:17]=4[O:23][C:24]([CH3:28])([CH3:27])[CH2:25][OH:26])[CH2:14][C:13](=[O:29])[NH:12][CH:11]3[C:30]3[CH:35]=[C:34]([F:36])[CH:33]=[CH:32][C:31]=3[CH3:37])[C:5]2=[CH:4][CH:3]=1.CCN=C=NCCCN(C)C.Cl.C1C=CC2N(O)N=NC=2C=1.CCN(C(C)C)C(C)C.[CH3:70][O:71][CH2:72][CH2:73][NH2:74]. Given the product [Cl:1][C:2]1[CH:7]=[C:6]2[NH:8][C:9](=[O:38])[C:10]3([CH:15]([C:16]4[CH:21]=[C:20]([Cl:22])[CH:19]=[CH:18][C:17]=4[O:23][C:24]([C:25](=[O:26])[NH:74][CH2:73][CH2:72][O:71][CH3:70])([CH3:28])[CH3:27])[CH2:14][C:13](=[O:29])[NH:12][CH:11]3[C:30]3[CH:35]=[C:34]([F:36])[CH:33]=[CH:32][C:31]=3[CH3:37])[C:5]2=[CH:4][CH:3]=1, predict the reactants needed to synthesize it.